This data is from CYP3A4 inhibition data for predicting drug metabolism from PubChem BioAssay. The task is: Regression/Classification. Given a drug SMILES string, predict its absorption, distribution, metabolism, or excretion properties. Task type varies by dataset: regression for continuous measurements (e.g., permeability, clearance, half-life) or binary classification for categorical outcomes (e.g., BBB penetration, CYP inhibition). Dataset: cyp3a4_veith. (1) The drug is O=C(O)Cc1ccc(-c2ccccc2)cc1. The result is 0 (non-inhibitor). (2) The compound is Cc1nc2cnc(N3CCN(C)CC3)nc2n(CCC#N)c1=O. The result is 0 (non-inhibitor). (3) The compound is O=C(Nc1cccnc1)C1COc2ccccc2O1. The result is 0 (non-inhibitor). (4) The compound is COc1ccc(CC(NC(C)=O)C(=O)NC2CCN(C(=O)Nc3ccc(Cl)cc3)CC2)cc1OC. The result is 0 (non-inhibitor). (5) The drug is CNc1nc(-c2cccc(C#N)c2)nc2ccccc12. The result is 1 (inhibitor).